This data is from Full USPTO retrosynthesis dataset with 1.9M reactions from patents (1976-2016). The task is: Predict the reactants needed to synthesize the given product. (1) Given the product [CH2:25]([N:19]1[CH2:20][CH2:21][CH:16]([N:13]2[C:14]3[CH:15]=[C:7]([C:1]4[CH:2]=[CH:3][CH:4]=[CH:5][CH:6]=4)[CH:8]=[C:9]([C:22]([NH2:24])=[O:23])[C:10]=3[CH:11]=[N:12]2)[CH2:17][CH2:18]1)[CH3:26], predict the reactants needed to synthesize it. The reactants are: [C:1]1([C:7]2[CH:8]=[C:9]([C:22]([NH2:24])=[O:23])[C:10]3[CH:11]=[N:12][N:13]([CH:16]4[CH2:21][CH2:20][NH:19][CH2:18][CH2:17]4)[C:14]=3[CH:15]=2)[CH:6]=[CH:5][CH:4]=[CH:3][CH:2]=1.[CH:25](=O)[CH3:26].C([BH3-])#N. (2) Given the product [CH3:1][C:2]1[CH:7]=[CH:6][C:5]([S:8]([O:11][CH2:12][CH:13]2[O:18][C:17]3[C:19]([CH:24]=[CH:25][CH3:26])=[C:20]([NH:23][C:28]([O:30][CH2:31][C:32]4[CH:37]=[CH:36][CH:35]=[CH:34][CH:33]=4)=[O:29])[CH:21]=[CH:22][C:16]=3[O:15][CH2:14]2)(=[O:10])=[O:9])=[CH:4][CH:3]=1, predict the reactants needed to synthesize it. The reactants are: [CH3:1][C:2]1[CH:7]=[CH:6][C:5]([S:8]([O:11][CH2:12][C@@H:13]2[O:18][C:17]3[C:19]([CH:24]=[CH:25][CH3:26])=[C:20]([NH2:23])[CH:21]=[CH:22][C:16]=3[O:15][CH2:14]2)(=[O:10])=[O:9])=[CH:4][CH:3]=1.Cl[C:28]([O:30][CH2:31][C:32]1[CH:37]=[CH:36][CH:35]=[CH:34][CH:33]=1)=[O:29].C(N(CC)C(C)C)(C)C. (3) Given the product [Cl:8][C:6]1[CH:5]=[CH:4][C:3]([O:9][CH3:10])=[C:2]([C:12]#[C:11][Si:13]([CH3:16])([CH3:15])[CH3:14])[CH:7]=1, predict the reactants needed to synthesize it. The reactants are: Br[C:2]1[CH:7]=[C:6]([Cl:8])[CH:5]=[CH:4][C:3]=1[O:9][CH3:10].[C:11]([Si:13]([CH3:16])([CH3:15])[CH3:14])#[CH:12].O. (4) Given the product [F:15][C:12]1[CH:13]=[CH:14][C:9]([CH2:8][C:6]2[CH:7]=[C:2]([NH:30][C:29]3[CH:31]=[CH:32][C:26]([O:25][CH3:24])=[CH:27][CH:28]=3)[C:3]([C:16]#[N:17])=[N:4][CH:5]=2)=[CH:10][CH:11]=1, predict the reactants needed to synthesize it. The reactants are: Br[C:2]1[C:3]([C:16]#[N:17])=[N:4][CH:5]=[C:6]([CH2:8][C:9]2[CH:14]=[CH:13][C:12]([F:15])=[CH:11][CH:10]=2)[CH:7]=1.C(=O)([O-])[O-].[Cs+].[Cs+].[CH3:24][O:25][C:26]1[CH:32]=[CH:31][C:29]([NH2:30])=[CH:28][CH:27]=1. (5) Given the product [CH3:19][O:20][CH:2]([O:10][C:11]1[CH:16]=[C:15]([Cl:17])[CH:14]=[C:13]([Cl:18])[CH:12]=1)[C:3]([O:5][C:6]([CH3:9])([CH3:8])[CH3:7])=[O:4], predict the reactants needed to synthesize it. The reactants are: Br[CH:2]([O:10][C:11]1[CH:16]=[C:15]([Cl:17])[CH:14]=[C:13]([Cl:18])[CH:12]=1)[C:3]([O:5][C:6]([CH3:9])([CH3:8])[CH3:7])=[O:4].[CH3:19][O-:20].[Na+]. (6) Given the product [C:1]([O:5][C:6](=[O:12])[C@H:7]([CH:9]([CH3:10])[CH3:11])[NH:8][C:21](=[O:22])[CH2:20][C:16]1[CH:15]=[N:14][CH:19]=[CH:18][CH:17]=1)([CH3:4])([CH3:3])[CH3:2], predict the reactants needed to synthesize it. The reactants are: [C:1]([O:5][C:6](=[O:12])[C@H:7]([CH:9]([CH3:11])[CH3:10])[NH2:8])([CH3:4])([CH3:3])[CH3:2].Cl.[N:14]1[CH:19]=[CH:18][CH:17]=[C:16]([CH2:20][C:21](O)=[O:22])[CH:15]=1.C(OP(C#N)(=O)OCC)C. (7) Given the product [CH3:1][C@:2]12[N:18]3[C:19]4[CH:20]=[CH:21][CH:22]=[CH:23][C:24]=4[C:25]4[C:26]5[CH2:31][NH:30][C:28](=[O:29])[C:27]=5[C:15]5=[C:16]([C:17]=43)[N:8]([C:9]3[CH:10]=[CH:11][CH:12]=[CH:13][C:14]=35)[C@H:6]([O:7]1)[CH2:5][C@@H:4]([NH:32][CH3:33])[C@H:3]2[O:34][CH3:35], predict the reactants needed to synthesize it. The reactants are: [CH3:1][C@:2]12[N:18]3[C:19]4[CH:20]=[CH:21][CH:22]=[CH:23][C:24]=4[C:25]4[C:26]5[CH2:31][NH:30][C:28](=[O:29])[C:27]=5[C:15]5=[C:16]([C:17]=43)[N:8]([C:9]3[CH:10]=[CH:11][CH:12]=[CH:13][C:14]=35)[C@H:6]([O:7]1)[CH2:5][C@@H:4]([NH:32][CH3:33])[C@H:3]2[O:34][CH3:35].NCCCCCC(N)=O.C(N(CC)CC)C.CC#N.O. (8) Given the product [F:9][C:10]1[CH:11]=[C:12]([CH:34]=[C:35]([F:37])[CH:36]=1)[CH2:13][C@H:14]([NH:30][C:31](=[O:33])[CH3:32])[C@H:15]([OH:29])[CH2:16][NH:17][C@@H:18]1[C:27]2[C:22](=[CH:23][CH:24]=[C:25]([C:56]3[CH:55]=[CH:54][NH:45][CH:57]=3)[CH:26]=2)[O:21][CH2:20][CH2:19]1, predict the reactants needed to synthesize it. The reactants are: [O-]P([O-])([O-])=O.[K+].[K+].[K+].[F:9][C:10]1[CH:11]=[C:12]([CH:34]=[C:35]([F:37])[CH:36]=1)[CH2:13][C@H:14]([NH:30][C:31](=[O:33])[CH3:32])[C@H:15]([OH:29])[CH2:16][NH:17][C@@H:18]1[C:27]2[C:22](=[CH:23][CH:24]=[C:25](I)[CH:26]=2)[O:21][CH2:20][CH2:19]1.B(O)O.CCCC[N+:45]([CH2:54][CH2:55][CH2:56][CH3:57])(CCCC)CCCC.[F-]. (9) Given the product [C:14]([O:17][C:18]([N:1]1[CH2:5][CH:4]=[CH:3][CH2:2]1)=[O:19])([CH3:16])([CH3:15])[CH3:13], predict the reactants needed to synthesize it. The reactants are: [NH:1]1[CH2:5][CH2:4][CH:3]=[CH:2]1.CCN(CC)CC.[CH3:13][C:14]([O:17][C:18](O[C:18]([O:17][C:14]([CH3:16])([CH3:15])[CH3:13])=[O:19])=[O:19])([CH3:16])[CH3:15].